From a dataset of Catalyst prediction with 721,799 reactions and 888 catalyst types from USPTO. Predict which catalyst facilitates the given reaction. (1) Product: [CH:18]1([NH:22][CH2:14][C:13]2[CH:16]=[CH:17][C:10]([N:7]3[CH2:8][CH2:9][N:4]([C:1](=[O:3])[CH3:2])[CH2:5][CH2:6]3)=[CH:11][CH:12]=2)[CH2:21][CH2:20][CH2:19]1. The catalyst class is: 68. Reactant: [C:1]([N:4]1[CH2:9][CH2:8][N:7]([C:10]2[CH:17]=[CH:16][C:13]([CH:14]=O)=[CH:12][CH:11]=2)[CH2:6][CH2:5]1)(=[O:3])[CH3:2].[CH:18]1([NH2:22])[CH2:21][CH2:20][CH2:19]1.C(O[BH-](OC(=O)C)OC(=O)C)(=O)C.[Na+].C(O)(=O)C. (2) Reactant: [Cl:1][C:2]1[C:3]2[C:10](I)=[CH:9][N:8]([CH3:12])[C:4]=2[N:5]=[CH:6][N:7]=1.B(O)(O)[C:14]1[CH:23]=[CH:22][C:21]2[C:16](=[CH:17][CH:18]=[CH:19][CH:20]=2)[CH:15]=1.C([O-])([O-])=O.[Na+].[Na+]. Product: [Cl:1][C:2]1[C:3]2[C:10]([C:14]3[CH:23]=[CH:22][C:21]4[C:16](=[CH:17][CH:18]=[CH:19][CH:20]=4)[CH:15]=3)=[CH:9][N:8]([CH3:12])[C:4]=2[N:5]=[CH:6][N:7]=1. The catalyst class is: 450.